From a dataset of Full USPTO retrosynthesis dataset with 1.9M reactions from patents (1976-2016). Predict the reactants needed to synthesize the given product. (1) Given the product [F:30][C:27]1[CH:28]=[CH:29][C:24]([NH:23][C:4]([C:6]2[C:11]([NH:12][C:13]3[N:14]([CH3:21])[N:15]=[C:16]([CH:18]4[CH2:19][CH2:20]4)[CH:17]=3)=[CH:10][CH:9]=[C:8]([CH3:22])[N:7]=2)=[O:5])=[N:25][C:26]=1[CH3:31], predict the reactants needed to synthesize it. The reactants are: C(O[C:4]([C:6]1[C:11]([NH:12][C:13]2[N:14]([CH3:21])[N:15]=[C:16]([CH:18]3[CH2:20][CH2:19]3)[CH:17]=2)=[CH:10][CH:9]=[C:8]([CH3:22])[N:7]=1)=[O:5])C.[NH2:23][C:24]1[CH:29]=[CH:28][C:27]([F:30])=[C:26]([CH3:31])[N:25]=1. (2) Given the product [F:1][C:2]([F:7])([F:6])[C:3]([OH:5])=[O:4].[Cl:8][C:9]1[CH:10]=[CH:11][C:12]([C:13]([N:15]2[CH2:21][C:20]3[CH:22]=[CH:23][CH:24]=[CH:25][C:19]=3[N:18]([CH2:26][CH:27]3[CH2:28][CH2:29][N:30]([C:37](=[NH:42])[CH3:38])[CH2:31][CH2:32]3)[C:17](=[O:33])[CH2:16]2)=[O:14])=[CH:34][CH:35]=1, predict the reactants needed to synthesize it. The reactants are: [F:1][C:2]([F:7])([F:6])[C:3]([OH:5])=[O:4].[Cl:8][C:9]1[CH:35]=[CH:34][C:12]([C:13]([N:15]2[CH2:21][C:20]3[CH:22]=[CH:23][CH:24]=[CH:25][C:19]=3[N:18]([CH2:26][CH:27]3[CH2:32][CH2:31][NH:30][CH2:29][CH2:28]3)[C:17](=[O:33])[CH2:16]2)=[O:14])=[CH:11][CH:10]=1.Cl.[C:37](=[NH:42])(OCC)[CH3:38].C(N(CC)CC)C. (3) Given the product [CH2:1]([NH:5][C:6]([C:8]1[C:12]2[CH:13]=[CH:14][C:15]([O:17][C:18]3[CH:23]=[CH:22][N:21]=[C:20]4[CH:24]=[C:25]([C:27]([N:29]5[CH2:33][CH2:32][CH2:31][CH:30]5[CH2:34][OH:35])=[O:28])[S:26][C:19]=34)=[CH:16][C:11]=2[O:10][C:9]=1[CH3:37])=[O:7])[CH:2]([CH3:4])[CH3:3], predict the reactants needed to synthesize it. The reactants are: [CH2:1]([NH:5][C:6]([C:8]1[C:12]2[CH:13]=[CH:14][C:15]([O:17][C:18]3[CH:23]=[CH:22][N:21]=[C:20]4[CH:24]=[C:25]([C:27]([N:29]5[CH2:33][CH2:32][CH2:31][CH:30]5[CH2:34][O:35]C)=[O:28])[S:26][C:19]=34)=[CH:16][C:11]=2[O:10][C:9]=1[CH3:37])=[O:7])[CH:2]([CH3:4])[CH3:3].B(Br)(Br)Br. (4) Given the product [N:1]12[CH2:6][CH2:5][CH:4]([CH2:7][CH2:8]1)[C@@H:3]([NH:9][CH2:10][C:11]1[C:19]3[C:18]([C:20]([O-:22])=[O:21])=[CH:17][CH:16]=[CH:15][C:14]=3[NH:13][N:12]=1)[CH2:2]2.[Li+:27], predict the reactants needed to synthesize it. The reactants are: [N:1]12[CH2:8][CH2:7][CH:4]([CH2:5][CH2:6]1)[C@@H:3]([NH:9][CH2:10][C:11]1[C:19]3[C:18]([C:20]([O:22]C)=[O:21])=[CH:17][CH:16]=[CH:15][C:14]=3[NH:13][N:12]=1)[CH2:2]2.O.O.[OH-].[Li+:27]. (5) Given the product [F:1][C:2]1[CH:7]=[CH:6][C:5]([C:8]2[N:23]([CH2:24][CH2:25][C@H:26]3[O:31][C:30]([CH3:33])([CH3:32])[O:29][C@@H:28]([CH2:34][C:35]([O:37][CH2:38][C:39]4[CH:40]=[CH:41][CH:42]=[CH:43][CH:44]=4)=[O:36])[CH2:27]3)[C:11]([CH:12]([CH3:14])[CH3:13])=[CH:10][C:9]=2[C:16]2[CH:21]=[CH:20][CH:19]=[CH:18][CH:17]=2)=[CH:4][CH:3]=1, predict the reactants needed to synthesize it. The reactants are: [F:1][C:2]1[CH:7]=[CH:6][C:5]([C:8](=O)[CH:9]([C:16]2[CH:21]=[CH:20][CH:19]=[CH:18][CH:17]=2)[CH2:10][C:11](=O)[CH:12]([CH3:14])[CH3:13])=[CH:4][CH:3]=1.[NH2:23][CH2:24][CH2:25][C@H:26]1[O:31][C:30]([CH3:33])([CH3:32])[O:29][C@@H:28]([CH2:34][C:35]([O:37][CH2:38][C:39]2[CH:44]=[CH:43][CH:42]=[CH:41][CH:40]=2)=[O:36])[CH2:27]1. (6) Given the product [Si:1]([O:8][CH2:9][C:10]1[CH:11]=[C:12]([C:16]([C:18]2[C:19]([Cl:24])=[N:20][CH:21]=[N:22][CH:23]=2)=[O:17])[S:13][C:14]=1[Cl:15])([C:4]([CH3:7])([CH3:5])[CH3:6])([CH3:3])[CH3:2], predict the reactants needed to synthesize it. The reactants are: [Si:1]([O:8][CH2:9][C:10]1[CH:11]=[C:12]([CH:16]([C:18]2[C:19]([Cl:24])=[N:20][CH:21]=[N:22][CH:23]=2)[OH:17])[S:13][C:14]=1[Cl:15])([C:4]([CH3:7])([CH3:6])[CH3:5])([CH3:3])[CH3:2]. (7) Given the product [F:1][C:2]1[C:3]2[N:4]([C:12]([C:20]3[C:19]([F:22])=[C:18]([C:23]4[C:24]([C:30]#[N:31])=[CH:25][CH:26]=[CH:27][C:28]=4[F:29])[C:17]([F:32])=[CH:16][CH:21]=3)=[CH:13][N:14]=2)[CH:5]=[CH:6][C:7]=1[C:8]([OH:11])([CH3:10])[CH3:9], predict the reactants needed to synthesize it. The reactants are: [F:1][C:2]1[C:3]2[N:4]([CH:12]=[CH:13][N:14]=2)[CH:5]=[CH:6][C:7]=1[C:8]([OH:11])([CH3:10])[CH3:9].Br[C:16]1[C:17]([F:32])=[C:18]([C:23]2[C:24]([C:30]#[N:31])=[CH:25][CH:26]=[CH:27][C:28]=2[F:29])[C:19]([F:22])=[CH:20][CH:21]=1.